Dataset: Full USPTO retrosynthesis dataset with 1.9M reactions from patents (1976-2016). Task: Predict the reactants needed to synthesize the given product. (1) Given the product [C:1]([C:3]1[CH:4]=[C:5]([N:9]([C@H:13]2[C:22]3[C:17](=[CH:18][CH:19]=[CH:20][CH:21]=3)[N:16]([C:23](=[O:32])[C:24]3[CH:29]=[CH:28][C:27]([O:30][CH3:31])=[CH:26][CH:25]=3)[C@@H:15]([CH3:33])[CH2:14]2)[C:10](=[O:12])[CH3:11])[CH:6]=[CH:7][CH:8]=1)#[N:2].[NH2:2][CH2:1][C:3]1[CH:4]=[C:5]([N:9]([C@H:13]2[C:22]3[C:17](=[CH:18][CH:19]=[CH:20][CH:21]=3)[N:16]([C:23](=[O:32])[C:24]3[CH:25]=[CH:26][C:27]([O:30][CH3:31])=[CH:28][CH:29]=3)[C@@H:15]([CH3:33])[CH2:14]2)[C:10](=[O:12])[CH3:11])[CH:6]=[CH:7][CH:8]=1, predict the reactants needed to synthesize it. The reactants are: [C:1]([C:3]1[CH:4]=[C:5]([N:9]([C@H:13]2[C:22]3[C:17](=[CH:18][CH:19]=[CH:20][CH:21]=3)[N:16]([C:23](=[O:32])[C:24]3[CH:29]=[CH:28][C:27]([O:30][CH3:31])=[CH:26][CH:25]=3)[C@@H:15]([CH3:33])[CH2:14]2)[C:10](=[O:12])[CH3:11])[CH:6]=[CH:7][CH:8]=1)#[N:2].FC1C=CC(C(Cl)=O)=CC=1.[BH4-].[Na+]. (2) Given the product [Cl:1][C:2]1[N:3]=[C:4]([N:12]2[CH2:17][CH2:16][O:15][CH2:14][CH2:13]2)[C:5]2[S:10][C:9]([C:26]3[CH:27]=[C:22]([CH:23]=[CH:24][CH:25]=3)[C:20]([NH:19][CH3:18])=[O:21])=[CH:8][C:6]=2[N:7]=1, predict the reactants needed to synthesize it. The reactants are: [Cl:1][C:2]1[N:3]=[C:4]([N:12]2[CH2:17][CH2:16][O:15][CH2:14][CH2:13]2)[C:5]2[S:10][C:9](I)=[CH:8][C:6]=2[N:7]=1.[CH3:18][NH:19][C:20]([C:22]1[CH:23]=[C:24](B(O)O)[CH:25]=[CH:26][CH:27]=1)=[O:21]. (3) Given the product [N+:1]([C:4]1[CH:9]=[CH:8][C:7]([N+:10]([O-:12])=[O:11])=[CH:6][C:5]=1[O:26][C:17]1[CH:18]=[CH:19][C:20]([CH3:23])=[C:21]([CH3:22])[CH:16]=1)([O-:3])=[O:2], predict the reactants needed to synthesize it. The reactants are: [N+:1]([C:4]1[CH:9]=[CH:8][C:7]([N+:10]([O-:12])=[O:11])=[CH:6][C:5]=1F)([O-:3])=[O:2].CO[C:16]1[C:21]([CH3:22])=[C:20]([CH3:23])[C:19](OC)=[CH:18][C:17]=1[OH:26]. (4) Given the product [CH3:16][O:15][C:10]1[CH:11]=[C:12]2[C:7](=[CH:8][CH:9]=1)[CH:6]([C:17]1[CH:18]=[CH:19][C:20]([O:23][S:32]([C:29]3[CH:30]=[CH:31][C:26]([CH3:36])=[CH:27][CH:28]=3)(=[O:34])=[O:33])=[CH:21][CH:22]=1)[N:5]([C:3](=[O:4])[C:2]([F:1])([F:24])[F:25])[CH2:14][CH2:13]2, predict the reactants needed to synthesize it. The reactants are: [F:1][C:2]([F:25])([F:24])[C:3]([N:5]1[CH2:14][CH2:13][C:12]2[C:7](=[CH:8][CH:9]=[C:10]([O:15][CH3:16])[CH:11]=2)[CH:6]1[C:17]1[CH:22]=[CH:21][C:20]([OH:23])=[CH:19][CH:18]=1)=[O:4].[C:26]1([CH3:36])[CH:31]=[CH:30][C:29]([S:32](Cl)(=[O:34])=[O:33])=[CH:28][CH:27]=1.CCN(CC)CC. (5) Given the product [Cl:1][C:2]1[CH:3]=[C:4]2[C:10]([C:11]3[N:16]=[C:15]([NH:17][C@@H:18]4[CH2:23][CH2:22][CH2:21][C@H:20]([NH2:24])[CH2:19]4)[C:14]([F:32])=[CH:13][N:12]=3)=[CH:9][N:8]([S:33]([C:36]3[CH:37]=[CH:38][C:39]([CH3:42])=[CH:40][CH:41]=3)(=[O:35])=[O:34])[C:5]2=[N:6][CH:7]=1, predict the reactants needed to synthesize it. The reactants are: [Cl:1][C:2]1[CH:3]=[C:4]2[C:10]([C:11]3[N:16]=[C:15]([NH:17][C@@H:18]4[CH2:23][CH2:22][CH2:21][C@H:20]([NH:24]C(=O)OC(C)(C)C)[CH2:19]4)[C:14]([F:32])=[CH:13][N:12]=3)=[CH:9][N:8]([S:33]([C:36]3[CH:41]=[CH:40][C:39]([CH3:42])=[CH:38][CH:37]=3)(=[O:35])=[O:34])[C:5]2=[N:6][CH:7]=1.ClC1C=C2C(C3N=C(N[C@H]4CCC[C@@H](NC(=O)OC(C)(C)C)C4)C(F)=CN=3)=CN(S(C3C=CC(C)=CC=3)(=O)=O)C2=NC=1.FC(F)(F)C(O)=O. (6) Given the product [Br:10][C:11]1[CH:16]=[C:15]2[C:4]3([CH2:5][CH2:6][O:1][CH2:2][CH2:3]3)[CH:7]=[N:17][C:14]2=[CH:13][CH:12]=1, predict the reactants needed to synthesize it. The reactants are: [O:1]1[CH2:6][CH2:5][CH:4]([CH:7]=O)[CH2:3][CH2:2]1.Cl.[Br:10][C:11]1[CH:16]=[CH:15][C:14]([NH:17]N)=[CH:13][CH:12]=1.